From a dataset of Forward reaction prediction with 1.9M reactions from USPTO patents (1976-2016). Predict the product of the given reaction. (1) Given the reactants [F:1][C:2]([F:15])([F:14])[C:3]1[CH:4]=[C:5](Br)[CH:6]=[C:7]([C:9]([F:12])([F:11])[F:10])[CH:8]=1.[C:16]([NH:19][C:20](=[CH2:25])[C:21]([O:23][CH3:24])=[O:22])(=[O:18])[CH3:17].C1(C)C=CC=CC=1P(C1C=CC=CC=1C)C1C=CC=CC=1C, predict the reaction product. The product is: [C:16]([NH:19][C:20](=[CH:25][C:5]1[CH:4]=[C:3]([C:2]([F:15])([F:14])[F:1])[CH:8]=[C:7]([C:9]([F:12])([F:11])[F:10])[CH:6]=1)[C:21]([O:23][CH3:24])=[O:22])(=[O:18])[CH3:17]. (2) Given the reactants FC(F)(F)C1C=C(NC(=O)NC2C=CC(C3SC(CCC(OC)=O)=NC=3)=CC=2)C=CC=1.[C:32]([NH:35][C:36](=[O:56])[CH2:37][CH:38]1[CH2:43][CH2:42][CH:41]([C:44]2[S:45][C:46]([C:49]3[CH:54]=[CH:53][C:52]([NH2:55])=[CH:51][CH:50]=3)=[CH:47][N:48]=2)[CH2:40][CH2:39]1)(=[O:34])[CH3:33].[F:57][C:58]1[CH:63]=[C:62]([F:64])[C:61]([F:65])=[CH:60][C:59]=1[N:66]=[C:67]=[O:68], predict the reaction product. The product is: [C:32]([NH:35][C:36](=[O:56])[CH2:37][CH:38]1[CH2:43][CH2:42][CH:41]([C:44]2[S:45][C:46]([C:49]3[CH:50]=[CH:51][C:52]([NH:55][C:67]([NH:66][C:59]4[CH:60]=[C:61]([F:65])[C:62]([F:64])=[CH:63][C:58]=4[F:57])=[O:68])=[CH:53][CH:54]=3)=[CH:47][N:48]=2)[CH2:40][CH2:39]1)(=[O:34])[CH3:33]. (3) Given the reactants [O:1]=[C:2]1[CH:6]=[CH:5][C:4](=[O:7])[N:3]1[CH2:8][CH2:9][CH2:10][CH2:11][C:12]([OH:14])=O.CN(C(ON1N=NC2C=CC=NC1=2)=[N+](C)C)C.F[P-](F)(F)(F)(F)F.CCN(C(C)C)C(C)C.FC(F)(F)C(O)=O.[CH3:55][NH:56][C:57]([CH3:105])([C:59]([NH:61][C@H:62]([C:66]([N:68]([C@@H:70]([C@@H:101]([CH3:104])[CH2:102][CH3:103])[C@H:71]([O:99][CH3:100])[CH2:72][C:73]([N:75]1[CH2:79][CH2:78][CH2:77][C@H:76]1[C@H:80]([O:97][CH3:98])[C@@H:81]([CH3:96])[C:82]([NH:84][C@H:85]([C:93]([OH:95])=[O:94])[CH2:86][C:87]1[CH:92]=[CH:91][CH:90]=[CH:89][CH:88]=1)=[O:83])=[O:74])[CH3:69])=[O:67])[CH:63]([CH3:65])[CH3:64])=[O:60])[CH3:58], predict the reaction product. The product is: [O:7]=[C:4]1[CH:5]=[CH:6][C:2](=[O:1])[N:3]1[CH2:8][CH2:9][CH2:10][CH2:11][C:12]([N:56]([CH3:55])[C:57]([CH3:105])([C:59]([NH:61][C@H:62]([C:66]([N:68]([C@@H:70]([C@@H:101]([CH3:104])[CH2:102][CH3:103])[C@H:71]([O:99][CH3:100])[CH2:72][C:73]([N:75]1[CH2:79][CH2:78][CH2:77][C@H:76]1[C@H:80]([O:97][CH3:98])[C@@H:81]([CH3:96])[C:82]([NH:84][C@H:85]([C:93]([OH:95])=[O:94])[CH2:86][C:87]1[CH:92]=[CH:91][CH:90]=[CH:89][CH:88]=1)=[O:83])=[O:74])[CH3:69])=[O:67])[CH:63]([CH3:64])[CH3:65])=[O:60])[CH3:58])=[O:14]. (4) Given the reactants [CH3:1][C:2]1[C:3]([N+:16]([O-:18])=[O:17])=[C:4](OS(C(F)(F)F)(=O)=O)[CH:5]=[CH:6][CH:7]=1.[C:19]([O:23][C:24]([N:26]1[CH2:31][CH2:30][NH:29][CH2:28][CH2:27]1)=[O:25])([CH3:22])([CH3:21])[CH3:20].C(N(CC)CC)C, predict the reaction product. The product is: [C:19]([O:23][C:24]([N:26]1[CH2:31][CH2:30][N:29]([C:4]2[CH:5]=[CH:6][CH:7]=[C:2]([CH3:1])[C:3]=2[N+:16]([O-:18])=[O:17])[CH2:28][CH2:27]1)=[O:25])([CH3:22])([CH3:20])[CH3:21].